Dataset: NCI-60 drug combinations with 297,098 pairs across 59 cell lines. Task: Regression. Given two drug SMILES strings and cell line genomic features, predict the synergy score measuring deviation from expected non-interaction effect. (1) Drug 1: COC1=C(C=C2C(=C1)N=CN=C2NC3=CC(=C(C=C3)F)Cl)OCCCN4CCOCC4. Drug 2: C1C(C(OC1N2C=NC(=NC2=O)N)CO)O. Cell line: RXF 393. Synergy scores: CSS=25.5, Synergy_ZIP=-7.40, Synergy_Bliss=-4.09, Synergy_Loewe=-0.125, Synergy_HSA=0.613. (2) Drug 1: CN(C)N=NC1=C(NC=N1)C(=O)N. Drug 2: CS(=O)(=O)OCCCCOS(=O)(=O)C. Cell line: SK-OV-3. Synergy scores: CSS=3.43, Synergy_ZIP=-1.81, Synergy_Bliss=-1.10, Synergy_Loewe=-2.30, Synergy_HSA=-1.46.